From a dataset of Reaction yield outcomes from USPTO patents with 853,638 reactions. Predict the reaction yield, written as a fraction of the theoretical maximum amount of product (1.0 means a 100% yield; for example, 0.34 means a 34% yield). (1) The reactants are [OH:1][C:2]1[C:11]2[N:10]=[CH:9][CH:8]=[CH:7][C:6]=2[C:5]([S:12](Cl)(=[O:14])=[O:13])=[CH:4][CH:3]=1.C/C(/O[Si](C)(C)C)=N\[Si](C)(C)C.[C:28]1([N:34]2[CH2:39][CH2:38][NH:37][CH2:36][CH2:35]2)[CH:33]=[CH:32][CH:31]=[CH:30][CH:29]=1.C(N(CC)CC)C.C([O-])(O)=O.[Na+]. The catalyst is C(Cl)Cl. The product is [C:28]1([N:34]2[CH2:39][CH2:38][N:37]([S:12]([C:5]3[CH:4]=[CH:3][C:2]([OH:1])=[C:11]4[C:6]=3[CH:7]=[CH:8][CH:9]=[N:10]4)(=[O:14])=[O:13])[CH2:36][CH2:35]2)[CH:33]=[CH:32][CH:31]=[CH:30][CH:29]=1. The yield is 0.240. (2) The reactants are [O:1]=[C:2]1[C:7]2[O:8][C:9]([C:17]3[CH:22]=[CH:21][C:20]([C:23]4([NH:27][C:28](=[O:34])[O:29][C:30]([CH3:33])([CH3:32])[CH3:31])[CH2:26][CH2:25][CH2:24]4)=[CH:19][CH:18]=3)=[C:10]([C:11]3[CH:16]=[CH:15][CH:14]=[CH:13][CH:12]=3)[C:6]=2[CH:5]=[CH:4][NH:3]1.C(=O)([O-])[O-].[K+].[K+].[F:41][CH2:42][CH2:43]I. The catalyst is CN(C=O)C.C(OCC)(=O)C.O. The product is [F:41][CH2:42][CH2:43][N:3]1[CH:4]=[CH:5][C:6]2[C:10]([C:11]3[CH:12]=[CH:13][CH:14]=[CH:15][CH:16]=3)=[C:9]([C:17]3[CH:22]=[CH:21][C:20]([C:23]4([NH:27][C:28](=[O:34])[O:29][C:30]([CH3:31])([CH3:33])[CH3:32])[CH2:24][CH2:25][CH2:26]4)=[CH:19][CH:18]=3)[O:8][C:7]=2[C:2]1=[O:1]. The yield is 0.470. (3) The reactants are [CH2:1]([O:4][NH:5][C@H:6]1[CH2:11][NH:10][C@@H:9]([C:12]([NH2:14])=[O:13])[CH:8]=[C:7]1[CH3:15])[CH:2]=[CH2:3].C(N(CC)C(C)C)(C)C.Cl[C:26](Cl)([O:28]C(=O)OC(Cl)(Cl)Cl)Cl. The catalyst is C(#N)C.C(OCC)(=O)C. The product is [CH2:1]([O:4][N:5]1[C:26](=[O:28])[N:10]2[CH2:11][C@H:6]1[C:7]([CH3:15])=[CH:8][C@H:9]2[C:12]([NH2:14])=[O:13])[CH:2]=[CH2:3]. The yield is 0.648. (4) The yield is 0.350. The reactants are Cl[C:2]1[N:7]=[C:6]([C:8]2[N:12]3[CH:13]=[CH:14][CH:15]=[CH:16][C:11]3=[N:10][C:9]=2[C:17]2[CH:18]=[CH:19][C:20]([O:34][CH3:35])=[C:21]([CH:33]=2)[C:22]([NH:24][C:25]2[C:30]([F:31])=[CH:29][CH:28]=[CH:27][C:26]=2[F:32])=[O:23])[CH:5]=[CH:4][N:3]=1.[CH3:36][O:37][C:38]1[CH:44]=[C:43]([CH2:45][CH2:46][CH2:47][N:48]2[CH2:53][CH2:52][N:51]([CH3:54])[CH2:50][CH2:49]2)[CH:42]=[CH:41][C:39]=1[NH2:40].C1(C)C=CC(S(O)(=O)=O)=CC=1.C[O-].[Na+]. The product is [F:32][C:26]1[CH:27]=[CH:28][CH:29]=[C:30]([F:31])[C:25]=1[NH:24][C:22](=[O:23])[C:21]1[CH:33]=[C:17]([C:9]2[N:10]=[C:11]3[CH:16]=[CH:15][CH:14]=[CH:13][N:12]3[C:8]=2[C:6]2[CH:5]=[CH:4][N:3]=[C:2]([NH:40][C:39]3[CH:41]=[CH:42][C:43]([CH2:45][CH2:46][CH2:47][N:48]4[CH2:49][CH2:50][N:51]([CH3:54])[CH2:52][CH2:53]4)=[CH:44][C:38]=3[O:37][CH3:36])[N:7]=2)[CH:18]=[CH:19][C:20]=1[O:34][CH3:35]. The catalyst is C(Cl)Cl.CC(O)C. (5) The reactants are [CH3:1][O:2][C:3]1[CH:4]=[CH:5][C:6]2[C:10]([O:11][C:12]3[CH:17]=[CH:16][C:15](/[CH:18]=[CH:19]/[C:20]([O:22][CH3:23])=[O:21])=[CH:14][CH:13]=3)=[CH:9][S:8][C:7]=2[CH:24]=1.I[C:26]1[CH:31]=[CH:30][CH:29]=[CH:28][C:27]=1[CH:32]([CH3:34])[CH3:33].CC(C)(C)C(O)=O.C(=O)([O-])[O-].[K+].[K+]. The catalyst is CC(N(C)C)=O. The product is [CH:32]([C:27]1[CH:28]=[CH:29][CH:30]=[CH:31][C:26]=1[C:9]1[S:8][C:7]2[CH:24]=[C:3]([O:2][CH3:1])[CH:4]=[CH:5][C:6]=2[C:10]=1[O:11][C:12]1[CH:17]=[CH:16][C:15](/[CH:18]=[CH:19]/[C:20]([O:22][CH3:23])=[O:21])=[CH:14][CH:13]=1)([CH3:34])[CH3:33]. The yield is 0.630. (6) The reactants are [NH2:1][C:2]1[N:3]([CH3:24])[C:4](=[O:23])[C:5]2([C:15]3[C:10](=[CH:11][CH:12]=[C:13](Br)[CH:14]=3)[O:9][CH:8]([C:17]3[CH:22]=[CH:21][CH:20]=[CH:19][CH:18]=3)[CH2:7]2)[N:6]=1.[C:25]([NH:28][CH2:29][C:30]1[CH:31]=[C:32](B(O)O)[CH:33]=[CH:34][CH:35]=1)(=[O:27])[CH3:26]. The catalyst is O1CCOCC1.C([O-])([O-])=O.[Cs+].[Cs+].Cl[Pd](Cl)([P](C1C=CC=CC=1)(C1C=CC=CC=1)C1C=CC=CC=1)[P](C1C=CC=CC=1)(C1C=CC=CC=1)C1C=CC=CC=1. The product is [NH2:1][C:2]1[N:3]([CH3:24])[C:4](=[O:23])[C:5]2([C:15]3[C:10](=[CH:11][CH:12]=[C:13]([C:34]4[CH:35]=[C:30]([CH:31]=[CH:32][CH:33]=4)[CH2:29][NH:28][C:25](=[O:27])[CH3:26])[CH:14]=3)[O:9][CH:8]([C:17]3[CH:22]=[CH:21][CH:20]=[CH:19][CH:18]=3)[CH2:7]2)[N:6]=1. The yield is 0.110. (7) The reactants are [CH3:1][OH:2].C[C:4](C)([O-:6])C.[K+].[Cl:9][C:10]1[CH:11]=[C:12]([NH:17][C:18]2[C:27]3[C:22](=[CH:23][C:24](F)=[CH:25][C:26]=3F)[N:21]=[CH:20][N:19]=2)[CH:13]=[CH:14][C:15]=1[F:16]. The catalyst is O. The product is [Cl:9][C:10]1[CH:11]=[C:12]([NH:17][C:18]2[C:27]3[C:22](=[CH:23][C:24]([O:6][CH3:4])=[CH:25][C:26]=3[O:2][CH3:1])[N:21]=[CH:20][N:19]=2)[CH:13]=[CH:14][C:15]=1[F:16]. The yield is 0.690.